Predict the reactants needed to synthesize the given product. From a dataset of Full USPTO retrosynthesis dataset with 1.9M reactions from patents (1976-2016). (1) Given the product [CH2:19]([CH:21]1[CH2:26][N:25]([C:14]([C:10]2[CH:11]=[N:12][O:13][C:9]=2[C:6]2[CH:5]=[CH:4][C:3]([C:2]([F:1])([F:18])[F:17])=[CH:8][CH:7]=2)=[O:16])[CH:24]([CH3:27])[CH2:23][CH2:22]1)[CH3:20], predict the reactants needed to synthesize it. The reactants are: [F:1][C:2]([F:18])([F:17])[C:3]1[CH:8]=[CH:7][C:6]([C:9]2[O:13][N:12]=[CH:11][C:10]=2[C:14]([OH:16])=O)=[CH:5][CH:4]=1.[CH2:19]([CH:21]1[CH2:26][NH:25][CH:24]([CH3:27])[CH2:23][CH2:22]1)[CH3:20]. (2) Given the product [CH3:21][O:20][C:3]1[C:2]([O:1][CH2:29][C:30]2([CH2:34][O:35][CH3:36])[CH2:33][O:32][CH2:31]2)=[C:7]([O:8][CH3:9])[CH:6]=[CH:5][C:4]=1[C:10]1[CH:18]=[CH:17][CH:16]=[C:15]2[C:11]=1[CH2:12][CH2:13][C:14]2=[O:19], predict the reactants needed to synthesize it. The reactants are: [OH:1][C:2]1[C:3]([O:20][CH3:21])=[C:4]([C:10]2[CH:18]=[CH:17][CH:16]=[C:15]3[C:11]=2[CH2:12][CH2:13][C:14]3=[O:19])[CH:5]=[CH:6][C:7]=1[O:8][CH3:9].C(=O)([O-])[O-].[K+].[K+].Br[CH2:29][C:30]1([CH2:34][O:35][CH3:36])[CH2:33][O:32][CH2:31]1. (3) Given the product [CH:28]1([NH:34][C:3]([C:4]2[CH:10]=[C:11]([C:13]3[CH:18]=[C:17]([F:19])[CH:16]=[CH:15][C:14]=3[O:20][CH3:21])[N:27]([CH2:26][CH2:25][CH:22]3[CH2:24][CH2:23]3)[C:5]=2[CH3:6])=[O:2])[CH2:33][CH2:32][CH2:31][CH2:30][CH2:29]1, predict the reactants needed to synthesize it. The reactants are: C[O:2][C:3](=O)[CH2:4][C:5](=O)[CH3:6].Br[CH2:10][C:11]([C:13]1[CH:18]=[C:17]([F:19])[CH:16]=[CH:15][C:14]=1[O:20][CH3:21])=O.[CH:22]1([CH2:25][CH2:26][NH2:27])[CH2:24][CH2:23]1.[CH:28]1([NH2:34])[CH2:33][CH2:32][CH2:31][CH2:30][CH2:29]1. (4) Given the product [O:14]1[CH2:15][CH2:16][N:11]([C:4]2[CH:3]=[C:2]([NH:31][C@H:28]3[CH2:27][CH2:26][C@@H:25]([NH:24][C:19]4[N:18]=[CH:23][CH:22]=[CH:21][N:20]=4)[CH2:30][CH2:29]3)[C:10]3[C:6]([CH:5]=2)=[N:7][O:8][N:9]=3)[CH2:12][CH2:13]1, predict the reactants needed to synthesize it. The reactants are: Br[C:2]1[C:10]2[C:6](=[N:7][O:8][N:9]=2)[CH:5]=[C:4]([N:11]2[CH2:16][CH2:15][O:14][CH2:13][CH2:12]2)[CH:3]=1.Cl.[N:18]1[CH:23]=[CH:22][CH:21]=[N:20][C:19]=1[NH:24][C@H:25]1[CH2:30][CH2:29][C@@H:28]([NH2:31])[CH2:27][CH2:26]1.C(=O)([O-])[O-].[Cs+].[Cs+].